From a dataset of Full USPTO retrosynthesis dataset with 1.9M reactions from patents (1976-2016). Predict the reactants needed to synthesize the given product. (1) Given the product [Br:16][C:10]1[CH:9]=[N:8][C:7]2[O:6][CH2:5][C:4](=[O:3])[NH:13][C:12]=2[CH:11]=1, predict the reactants needed to synthesize it. The reactants are: C([O:3][C:4](=O)[CH2:5][O:6][C:7]1[C:12]([N+:13]([O-])=O)=[CH:11][C:10]([Br:16])=[CH:9][N:8]=1)C.Cl.[Sn](Cl)(Cl)(Cl)Cl.CO.C(Cl)(Cl)Cl. (2) The reactants are: [CH3:1][S:2][C:3]1[N:8]=[C:7]([NH:9][C:10]2[CH:15]=[CH:14][CH:13]=[C:12]([N+:16]([O-:18])=[O:17])[CH:11]=2)[C:6]([C:19]([OH:21])=O)=[CH:5][N:4]=1.[NH2:22][C:23]1[CH:28]=[CH:27][CH:26]=[CH:25][CH:24]=1.CCN=C=NCCCN(C)C.C1C=C2N=NN(O)C2=CC=1.O. Given the product [CH3:1][S:2][C:3]1[N:8]=[C:7]([NH:9][C:10]2[CH:15]=[CH:14][CH:13]=[C:12]([N+:16]([O-:18])=[O:17])[CH:11]=2)[C:6]([C:19]([NH:22][C:23]2[CH:28]=[CH:27][CH:26]=[CH:25][CH:24]=2)=[O:21])=[CH:5][N:4]=1, predict the reactants needed to synthesize it. (3) Given the product [CH3:1][CH:2]([C:4]1[CH:5]=[CH:6][C:7]([C:10]2[C:18]3[C:13](=[CH:14][CH:15]=[C:16]([C:19]4[N:20]=[N:27][NH:28][N:29]=4)[CH:17]=3)[NH:12][N:11]=2)=[CH:8][CH:9]=1)[CH3:3], predict the reactants needed to synthesize it. The reactants are: [CH3:1][CH:2]([C:4]1[CH:9]=[CH:8][C:7]([C:10]2[C:18]3[C:13](=[CH:14][CH:15]=[C:16]([C:19]#[N:20])[CH:17]=3)[N:12](C3CCCCO3)[N:11]=2)=[CH:6][CH:5]=1)[CH3:3].[N:27]([Sn](CCCC)(CCCC)CCCC)=[N+:28]=[N-:29].O1CCOCC1.Cl.